Dataset: Retrosynthesis with 50K atom-mapped reactions and 10 reaction types from USPTO. Task: Predict the reactants needed to synthesize the given product. (1) Given the product O=C1[C@@H](NS(=O)(=O)c2ccc(-c3ccc(Cl)s3)s2)CCN1Cc1cc2cnccc2[nH]1, predict the reactants needed to synthesize it. The reactants are: CC(C)(C)OC(=O)n1c(CN2CC[C@H](NS(=O)(=O)c3ccc(-c4ccc(Cl)s4)s3)C2=O)cc2cnccc21. (2) Given the product CN(C)CCOC(=O)c1cccc(CN2CN(c3ccccc3)C3(CCNCC3)C2=O)c1, predict the reactants needed to synthesize it. The reactants are: CN(C)CCOC(=O)c1cccc(CN2CN(c3ccccc3)C3(CCN(C(=O)OC(C)(C)C)CC3)C2=O)c1.